From a dataset of Reaction yield outcomes from USPTO patents with 853,638 reactions. Predict the reaction yield, written as a fraction of the theoretical maximum amount of product (1.0 means a 100% yield; for example, 0.34 means a 34% yield). The reactants are CN(C)/[CH:3]=[CH:4]/[C:5]1[C:15]([N+:16]([O-])=O)=[CH:14][C:13]([N+:19]([O-])=O)=[CH:12][C:6]=1[C:7]([O:9][CH2:10][CH3:11])=[O:8].Cl[Sn]Cl. The catalyst is C(O)C. The product is [NH2:19][C:13]1[CH:12]=[C:6]([C:7]([O:9][CH2:10][CH3:11])=[O:8])[C:5]2[CH:4]=[CH:3][NH:16][C:15]=2[CH:14]=1. The yield is 0.400.